Dataset: Reaction yield outcomes from USPTO patents with 853,638 reactions. Task: Predict the reaction yield, written as a fraction of the theoretical maximum amount of product (1.0 means a 100% yield; for example, 0.34 means a 34% yield). (1) The reactants are [Si:1]([O:8][CH2:9][C:10]1[N:11]([CH3:33])[C:12]2[C:17]([CH:18]=1)=[CH:16][C:15]1[CH:19]([OH:32])[CH:20]=[CH:21][CH2:22][CH2:23][N:24]([C:25]([O:27][C:28]([CH3:31])([CH3:30])[CH3:29])=[O:26])[C:14]=1[CH:13]=2)([C:4]([CH3:7])([CH3:6])[CH3:5])([CH3:3])[CH3:2]. The catalyst is O=[Mn]=O. The product is [Si:1]([O:8][CH2:9][C:10]1[N:11]([CH3:33])[C:12]2[C:17]([CH:18]=1)=[CH:16][C:15]1[C:19](=[O:32])[CH:20]=[CH:21][CH2:22][CH2:23][N:24]([C:25]([O:27][C:28]([CH3:31])([CH3:30])[CH3:29])=[O:26])[C:14]=1[CH:13]=2)([C:4]([CH3:7])([CH3:5])[CH3:6])([CH3:3])[CH3:2]. The yield is 0.910. (2) The reactants are [C:1]1([C:7](=O)[CH2:8][CH:9]([C:12]#[N:13])[C:10]#[N:11])[CH:6]=[CH:5][CH:4]=[CH:3][CH:2]=1.[SH:15][C:16]1[CH:21]=[CH:20][N:19]=[CH:18][CH:17]=1. The catalyst is CO. The product is [C:1]1([C:7]2[NH:11][C:10]([S:15][C:16]3[CH:21]=[CH:20][N:19]=[CH:18][CH:17]=3)=[C:9]([C:12]#[N:13])[CH:8]=2)[CH:6]=[CH:5][CH:4]=[CH:3][CH:2]=1. The yield is 0.800. (3) The yield is 0.801. The product is [C:11]([O:10][C:7]1[C:21]([CH3:22])=[C:17]([CH:16]=[C:15]([CH3:23])[CH:8]=1)[C:18]([OH:20])=[O:19])(=[O:13])[CH3:12]. The catalyst is C1(C)C=CC=CC=1. The reactants are N1C=CC=CC=1.[C:7]([O:10][C:11](=[O:13])[CH3:12])(=O)[CH3:8].O[C:15]1[C:16](C)=[C:17]([CH:21]=[C:22](C)[CH:23]=1)[C:18]([OH:20])=[O:19].CCCCCCC. (4) The reactants are [Cl:1][C:2]1[C:7]([NH:8][S:9]([C:12]2[CH:17]=[CH:16][C:15]([F:18])=[CH:14][CH:13]=2)(=[O:11])=[O:10])=[CH:6][C:5](B2OC(C)(C)C(C)(C)O2)=[CH:4][N:3]=1.OC(C(F)(F)F)=O.Cl[C:36]1[CH:37]=[CH:38][C:39]2[N:40]([C:42]([C:49]3[CH:54]=[CH:53][N:52]=[CH:51][CH:50]=3)=[C:43]([NH:45][C:46](=[O:48])[CH3:47])[N:44]=2)[N:41]=1.C(=O)([O-])[O-].[Na+].[Na+].O1CCOCC1. The catalyst is [Pd+2].ClC1C=C[C-](P(C2C=CC=CC=2)C2C=CC=CC=2)C=1Cl.[C-]1(P(C2C=CC=CC=2)C2C=CC=CC=2)C=CC=C1.[Fe+2].O. The product is [Cl:1][C:2]1[N:3]=[CH:4][C:5]([C:36]2[CH:37]=[CH:38][C:39]3[N:40]([C:42]([C:49]4[CH:54]=[CH:53][N:52]=[CH:51][CH:50]=4)=[C:43]([NH:45][C:46](=[O:48])[CH3:47])[N:44]=3)[N:41]=2)=[CH:6][C:7]=1[NH:8][S:9]([C:12]1[CH:13]=[CH:14][C:15]([F:18])=[CH:16][CH:17]=1)(=[O:10])=[O:11]. The yield is 0.260.